The task is: Predict the reactants needed to synthesize the given product.. This data is from Full USPTO retrosynthesis dataset with 1.9M reactions from patents (1976-2016). Given the product [CH2:13]([O:12][C:6]1[CH:5]=[C:4]([C:2]([CH:20]([OH:21])[CH:22]=[CH2:23])=[CH2:3])[CH:9]=[CH:8][C:7]=1[O:10][CH3:11])[CH3:14], predict the reactants needed to synthesize it. The reactants are: Br[C:2]([C:4]1[CH:9]=[CH:8][C:7]([O:10][CH3:11])=[C:6]([O:12][CH2:13][CH3:14])[CH:5]=1)=[CH2:3].[Li]C(C)(C)C.[CH:20]([CH:22]=[CH2:23])=[O:21].